Dataset: NCI-60 drug combinations with 297,098 pairs across 59 cell lines. Task: Regression. Given two drug SMILES strings and cell line genomic features, predict the synergy score measuring deviation from expected non-interaction effect. (1) Drug 1: C1CNP(=O)(OC1)N(CCCl)CCCl. Drug 2: C1C(C(OC1N2C=NC3=C2NC=NCC3O)CO)O. Cell line: HS 578T. Synergy scores: CSS=27.5, Synergy_ZIP=2.07, Synergy_Bliss=8.18, Synergy_Loewe=7.19, Synergy_HSA=6.81. (2) Drug 1: C1CC(=O)NC(=O)C1N2CC3=C(C2=O)C=CC=C3N. Synergy scores: CSS=4.74, Synergy_ZIP=3.51, Synergy_Bliss=6.80, Synergy_Loewe=5.81, Synergy_HSA=4.31. Drug 2: C1=NNC2=C1C(=O)NC=N2. Cell line: NCI-H322M. (3) Drug 2: CC12CCC3C(C1CCC2O)C(CC4=C3C=CC(=C4)O)CCCCCCCCCS(=O)CCCC(C(F)(F)F)(F)F. Cell line: MCF7. Drug 1: CC1=C(C=C(C=C1)C(=O)NC2=CC(=CC(=C2)C(F)(F)F)N3C=C(N=C3)C)NC4=NC=CC(=N4)C5=CN=CC=C5. Synergy scores: CSS=13.2, Synergy_ZIP=1.75, Synergy_Bliss=0.561, Synergy_Loewe=-11.9, Synergy_HSA=-3.11.